From a dataset of Forward reaction prediction with 1.9M reactions from USPTO patents (1976-2016). Predict the product of the given reaction. (1) Given the reactants [CH2:1]([O:3][C:4]1[C:13]2[C:8](=[CH:9][CH:10]=[CH:11][CH:12]=2)[C:7]([O:14][CH2:15][CH3:16])=[C:6]([C:17]([OH:19])=O)[C:5]=1[C:20]([OH:22])=[O:21])[CH3:2].S(Cl)(Cl)=O, predict the reaction product. The product is: [CH2:15]([O:14][C:7]1[C:6]2[C:17](=[O:19])[O:21][C:20](=[O:22])[C:5]=2[C:4]([O:3][CH2:1][CH3:2])=[C:13]2[C:8]=1[CH:9]=[CH:10][CH:11]=[CH:12]2)[CH3:16]. (2) Given the reactants [CH3:1][N:2]([C:17]1[CH:22]=[CH:21][C:20]([NH:23][C:24]([NH:26][C:27]2[CH:32]=[CH:31][CH:30]=[CH:29][CH:28]=2)=[O:25])=[CH:19][CH:18]=1)[S:3]([C:6]1[S:7][C:8]([C:11]2[CH2:16][CH2:15][CH2:14][CH2:13][CH:12]=2)=[CH:9][CH:10]=1)(=[O:5])=[O:4].[H][H], predict the reaction product. The product is: [CH3:1][N:2]([C:17]1[CH:22]=[CH:21][C:20]([NH:23][C:24]([NH:26][C:27]2[CH:28]=[CH:29][CH:30]=[CH:31][CH:32]=2)=[O:25])=[CH:19][CH:18]=1)[S:3]([C:6]1[S:7][C:8]([CH:11]2[CH2:12][CH2:13][CH2:14][CH2:15][CH2:16]2)=[CH:9][CH:10]=1)(=[O:5])=[O:4]. (3) Given the reactants C[O:2][C:3]1[CH:4]=[C:5]2[C:10](=[CH:11][C:12]=1[C:13]1[N:18]=[N:17][C:16]([N:19]3[CH2:24][CH2:23][N:22](C(OC(C)(C)C)=O)[CH2:21][CH2:20]3)=[CH:15][CH:14]=1)[CH:9]=[N:8][C:7]([CH3:32])=[CH:6]2.Cl.N1C=CC=CC=1, predict the reaction product. The product is: [CH3:32][C:7]1[N:8]=[CH:9][C:10]2[C:5]([CH:6]=1)=[CH:4][C:3]([OH:2])=[C:12]([C:13]1[N:18]=[N:17][C:16]([N:19]3[CH2:24][CH2:23][NH:22][CH2:21][CH2:20]3)=[CH:15][CH:14]=1)[CH:11]=2. (4) Given the reactants [CH3:1][O:2][C:3]1[CH:8]=[C:7]([CH3:9])[CH:6]=[CH:5][C:4]=1[N+:10]([O-:12])=[O:11].CN(C)[CH:15](OC(C)(C)C)[N:16]([CH3:18])[CH3:17], predict the reaction product. The product is: [CH3:1][O:2][C:3]1[CH:8]=[C:7](/[CH:9]=[CH:15]/[N:16]2[CH2:18][CH2:15][N:16]([CH3:17])[CH2:18][CH2:17]2)[CH:6]=[CH:5][C:4]=1[N+:10]([O-:12])=[O:11]. (5) Given the reactants [Br:1][C:2]1[CH:3]=[C:4]([C:8]2[C:17]([C:18](=O)[C:19]#[CH:20])=[C:11]3[CH:12]=[CH:13][CH:14]=[C:15]([Cl:16])[N:10]3[N:9]=2)[CH:5]=[CH:6][CH:7]=1.S(O)(O)(=O)=O.[CH:27]1([NH:30][C:31]([NH2:33])=[NH:32])[CH2:29][CH2:28]1.[O-]CC.[Na+], predict the reaction product. The product is: [Br:1][C:2]1[CH:3]=[C:4]([C:8]2[C:17]([C:18]3[CH:19]=[CH:20][N:33]=[C:31]([NH:30][CH:27]4[CH2:29][CH2:28]4)[N:32]=3)=[C:11]3[CH:12]=[CH:13][CH:14]=[C:15]([Cl:16])[N:10]3[N:9]=2)[CH:5]=[CH:6][CH:7]=1. (6) Given the reactants [CH3:1][O:2][CH2:3][CH2:4][O:5][CH2:6][O:7][C:8]1[CH:21]=[CH:20][C:11]([CH:12]=[C:13]([C:17]([OH:19])=[O:18])C(O)=O)=[CH:10][CH:9]=1.[C-:22]#[N:23].[K+].O.C(O)(=O)CC(CC(O)=O)(C(O)=O)O, predict the reaction product. The product is: [C:22]([CH:12]([C:11]1[CH:10]=[CH:9][C:8]([O:7][CH2:6][O:5][CH2:4][CH2:3][O:2][CH3:1])=[CH:21][CH:20]=1)[CH2:13][C:17]([OH:19])=[O:18])#[N:23]. (7) Given the reactants OC1NC2C(C=1)=CC=CC=2.CC1C(C)(C)C2C(=CC=C(CC(O)=O)C=2)N=1.Cl.[C:28]([CH2:31][C:32]1[CH:37]=[CH:36][C:35]([NH:38]N)=[CH:34][CH:33]=1)([OH:30])=[O:29].[OH:40][CH2:41][CH:42]([CH2:46][OH:47])[C:43](=O)[CH3:44], predict the reaction product. The product is: [OH:40][CH2:41][C:42]1([CH2:46][OH:47])[C:36]2[C:35](=[CH:34][CH:33]=[C:32]([CH2:31][C:28]([OH:30])=[O:29])[CH:37]=2)[N:38]=[C:43]1[CH3:44]. (8) The product is: [Cl:1][C:2]1[CH:9]=[CH:8][CH:7]=[CH:6][C:3]=1[CH:4]=[N:40][C:14]([O:13][Si:20]([CH3:27])([CH3:26])[CH3:19])=[CH2:15]. Given the reactants [Cl:1][C:2]1[CH:9]=[CH:8][CH:7]=[CH:6][C:3]=1[CH:4]=O.ClC1C=[C:13](C=CC=1)[CH:14]=[O:15].[CH3:19][Si:20]([CH3:27])([CH3:26])N[Si:20]([CH3:27])([CH3:26])[CH3:19].C([Li])CCC.C[Si](Cl)(C)C.C([N:40](CC)CC)C.C(Cl)(=O)C, predict the reaction product.